From a dataset of Peptide-MHC class II binding affinity with 134,281 pairs from IEDB. Regression. Given a peptide amino acid sequence and an MHC pseudo amino acid sequence, predict their binding affinity value. This is MHC class II binding data. (1) The peptide sequence is RCLVKEIPPRLLYAK. The MHC is HLA-DPA10103-DPB10201 with pseudo-sequence HLA-DPA10103-DPB10201. The binding affinity (normalized) is 0.427. (2) The peptide sequence is EKKTFAATQFEPLAA. The MHC is HLA-DQA10501-DQB10201 with pseudo-sequence HLA-DQA10501-DQB10201. The binding affinity (normalized) is 0.414. (3) The MHC is HLA-DPA10103-DPB10201 with pseudo-sequence HLA-DPA10103-DPB10201. The peptide sequence is VTMNDVKIEYSGTNN. The binding affinity (normalized) is 0.543.